Task: Predict the product of the given reaction.. Dataset: Forward reaction prediction with 1.9M reactions from USPTO patents (1976-2016) Given the reactants Br[C:2]1[C:7]2=[CH:8][CH:9]=[C:10]3[C:19](N=C4C(C=CC=C4C(O)=O)=N3)=[C:6]2[CH:5]=[CH:4][CH:3]=1.[Cu][C:24]#[N:25].CN(C)C=[O:29], predict the reaction product. The product is: [C:24]([C:2]1[CH:3]=[CH:4][CH:5]=[C:6]2[C:7]=1[CH2:8][CH2:9][CH2:10][C:19]2=[O:29])#[N:25].